This data is from Reaction yield outcomes from USPTO patents with 853,638 reactions. The task is: Predict the reaction yield, written as a fraction of the theoretical maximum amount of product (1.0 means a 100% yield; for example, 0.34 means a 34% yield). (1) The reactants are [C:1]([BH3-])#N.[Na+].[F:5][C:6]1[CH:11]=[CH:10][C:9]([NH:12][CH:13]2[CH2:18][CH2:17][N:16](C(OC(C)(C)C)=O)[CH2:15][CH2:14]2)=[CH:8][CH:7]=1.C=O.[ClH:28]. The catalyst is C(O)C.C(O)(=O)C. The product is [ClH:28].[ClH:28].[F:5][C:6]1[CH:7]=[CH:8][C:9]([N:12]([CH3:1])[CH:13]2[CH2:14][CH2:15][NH:16][CH2:17][CH2:18]2)=[CH:10][CH:11]=1. The yield is 0.890. (2) The reactants are [S:1]1[C:5]2[CH:6]=[CH:7][CH:8]=[CH:9][C:4]=2[N:3]=[C:2]1[C:10]1[C:14]([C:15]([NH:17][C:18]([CH3:21])([CH3:20])[CH3:19])=[O:16])=[CH:13][N:12](COCC[Si](C)(C)C)[N:11]=1.FC(F)(F)C(O)=O. The catalyst is ClCCl. The product is [S:1]1[C:5]2[CH:6]=[CH:7][CH:8]=[CH:9][C:4]=2[N:3]=[C:2]1[C:10]1[C:14]([C:15]([NH:17][C:18]([CH3:21])([CH3:20])[CH3:19])=[O:16])=[CH:13][NH:12][N:11]=1. The yield is 0.720.